Dataset: Full USPTO retrosynthesis dataset with 1.9M reactions from patents (1976-2016). Task: Predict the reactants needed to synthesize the given product. (1) The reactants are: [NH2:1][C:2]1[CH:10]=[C:9]([N:11]2[CH2:16][CH2:15][N:14]([C:17](=[O:24])[C:18]3[CH:23]=[CH:22][CH:21]=[CH:20][CH:19]=3)[CH2:13][CH2:12]2)[CH:8]=[CH:7][C:3]=1[C:4]([OH:6])=[O:5].[CH:25](=O)[C:26]1[CH:31]=[CH:30][CH:29]=[CH:28][CH:27]=1.C(O[BH-](OC(=O)C)OC(=O)C)(=O)C.[Na+]. Given the product [CH2:25]([NH:1][C:2]1[CH:10]=[C:9]([N:11]2[CH2:12][CH2:13][N:14]([C:17](=[O:24])[C:18]3[CH:19]=[CH:20][CH:21]=[CH:22][CH:23]=3)[CH2:15][CH2:16]2)[CH:8]=[CH:7][C:3]=1[C:4]([OH:6])=[O:5])[C:26]1[CH:31]=[CH:30][CH:29]=[CH:28][CH:27]=1, predict the reactants needed to synthesize it. (2) Given the product [Br:1][C:2]1[C:3]([NH:11][C:18]([NH:17][C:15]([O:14][CH2:12][CH3:13])=[O:16])=[S:19])=[N:4][CH:5]=[C:6]([CH:8]2[CH2:9][CH2:10]2)[CH:7]=1, predict the reactants needed to synthesize it. The reactants are: [Br:1][C:2]1[C:3]([NH2:11])=[N:4][CH:5]=[C:6]([CH:8]2[CH2:10][CH2:9]2)[CH:7]=1.[CH2:12]([O:14][C:15]([N:17]=[C:18]=[S:19])=[O:16])[CH3:13]. (3) Given the product [NH2:1][C:2]1[CH:11]=[C:10]([O:12][Si:22]([C:18]([CH3:21])([CH3:20])[CH3:19])([CH3:24])[CH3:23])[CH:9]=[CH:8][C:3]=1[C:4]([O:6][CH3:7])=[O:5], predict the reactants needed to synthesize it. The reactants are: [NH2:1][C:2]1[CH:11]=[C:10]([OH:12])[CH:9]=[CH:8][C:3]=1[C:4]([O:6][CH3:7])=[O:5].N1C=CN=C1.[C:18]([Si:22](Cl)([CH3:24])[CH3:23])([CH3:21])([CH3:20])[CH3:19]. (4) The reactants are: [CH3:1][C:2]1[CH:3]=[CH:4][C:5]([NH:9][C:10]2[C:11]([C:17]([NH2:19])=[O:18])=[N:12][NH:13][C:14](=[O:16])[CH:15]=2)=[N:6][C:7]=1[CH3:8].[H-].[Na+].Br[CH2:23][CH2:24][N:25]1[C:33](=[O:34])[C:32]2[C:27](=[CH:28][CH:29]=[CH:30][CH:31]=2)[C:26]1=[O:35]. Given the product [CH3:1][C:2]1[CH:3]=[CH:4][C:5]([NH:9][C:10]2[CH:15]=[C:14]([O:16][CH2:23][CH2:24][N:25]3[C:26](=[O:35])[C:27]4[C:32](=[CH:31][CH:30]=[CH:29][CH:28]=4)[C:33]3=[O:34])[N:13]=[N:12][C:11]=2[C:17]([NH2:19])=[O:18])=[N:6][C:7]=1[CH3:8], predict the reactants needed to synthesize it. (5) Given the product [OH:4][CH:1]1[O:5][CH2:12][CH2:11][N:10]([CH2:9][C:8]2[CH:14]=[CH:15][C:16]([Cl:18])=[CH:17][C:7]=2[Cl:6])[C:2]1=[O:3], predict the reactants needed to synthesize it. The reactants are: [C:1]([OH:5])(=[O:4])[CH:2]=[O:3].[Cl:6][C:7]1[CH:17]=[C:16]([Cl:18])[CH:15]=[CH:14][C:8]=1[CH2:9][NH:10][CH2:11][CH2:12]O.O. (6) Given the product [CH2:25]([O:24][CH2:23][CH2:22][NH:14][CH2:13][CH2:12][O:11][CH2:8][CH2:9][CH3:10])[CH2:26][CH3:27], predict the reactants needed to synthesize it. The reactants are: Cl.CCOC(C)=O.[CH2:8]([O:11][CH2:12][CH2:13][N:14]([CH2:22][CH2:23][O:24][CH2:25][CH2:26][CH3:27])C(=O)OC(C)(C)C)[CH2:9][CH3:10]. (7) Given the product [CH3:24][N:12]1[C:6]2[CH:7]=[N:8][C:9]3[CH:10]=[CH:11][C:2]([C:27]4[CH:26]=[N:25][CH:30]=[CH:29][CH:28]=4)=[CH:3][C:4]=3[C:5]=2[N:14]([C:15]2[C:16]([CH3:22])=[N:17][N:18]([CH3:21])[C:19]=2[CH3:20])[C:13]1=[O:23], predict the reactants needed to synthesize it. The reactants are: Br[C:2]1[CH:11]=[CH:10][C:9]2[N:8]=[CH:7][C:6]3[N:12]([CH3:24])[C:13](=[O:23])[N:14]([C:15]4[C:16]([CH3:22])=[N:17][N:18]([CH3:21])[C:19]=4[CH3:20])[C:5]=3[C:4]=2[CH:3]=1.[N:25]1[CH:30]=[CH:29][CH:28]=[C:27](B(O)O)[CH:26]=1.